This data is from Full USPTO retrosynthesis dataset with 1.9M reactions from patents (1976-2016). The task is: Predict the reactants needed to synthesize the given product. (1) Given the product [N:55]1[C:56]2[C:61](=[CH:60][CH:59]=[CH:58][CH:57]=2)[CH:62]=[CH:63][C:54]=1[NH:64][CH2:65][CH2:66][NH:67][C:68](=[O:74])[O:69][C:70]([CH3:72])([CH3:71])[CH3:73], predict the reactants needed to synthesize it. The reactants are: C1C=CC(P(C2C(C3C(P(C4C=CC=CC=4)C4C=CC=CC=4)=CC=C4C=3C=CC=C4)=C3C(C=CC=C3)=CC=2)C2C=CC=CC=2)=CC=1.C(=O)([O-])[O-].[Cs+].[Cs+].Cl[C:54]1[CH:63]=[CH:62][C:61]2[C:56](=[CH:57][CH:58]=[CH:59][CH:60]=2)[N:55]=1.[NH2:64][CH2:65][CH2:66][NH:67][C:68](=[O:74])[O:69][C:70]([CH3:73])([CH3:72])[CH3:71]. (2) Given the product [F:81][C:76]1([F:80])[C:75]2[N:71]([CH2:70][C:69]([NH:68][C@H:58]([C:51]3[C:50]([C:94]4[CH:95]=[CH:96][C:88]([F:87])=[C:89]([CH:93]=4)[C:90]([NH2:92])=[O:91])=[CH:55][N:54]=[C:53]([S:56][CH3:57])[N:52]=3)[CH2:59][C:60]3[CH:61]=[C:62]([F:67])[CH:63]=[C:64]([F:66])[CH:65]=3)=[O:86])[N:72]=[C:73]([C:82]([F:85])([F:84])[F:83])[C:74]=2[C@H:78]2[CH2:79][C@@H:77]12, predict the reactants needed to synthesize it. The reactants are: FC(F)C1C2C(F)(F)CCC(F)(F)C=2N(CC(N[C@H](C2C(C3C=C4C(=CC=3)CNC4=O)=CN=C(SC)N=2)CC2C=C(F)C=C(F)C=2)=O)N=1.Br[C:50]1[C:51]([C@@H:58]([NH:68][C:69](=[O:86])[CH2:70][N:71]2[C:75]3[C:76]([F:81])([F:80])[C@@H:77]4[CH2:79][C@@H:78]4[C:74]=3[C:73]([C:82]([F:85])([F:84])[F:83])=[N:72]2)[CH2:59][C:60]2[CH:65]=[C:64]([F:66])[CH:63]=[C:62]([F:67])[CH:61]=2)=[N:52][C:53]([S:56][CH3:57])=[N:54][CH:55]=1.[F:87][C:88]1[CH:96]=[CH:95][C:94](B2OC(C)(C)C(C)(C)O2)=[CH:93][C:89]=1[C:90]([NH2:92])=[O:91]. (3) Given the product [CH3:1][C:2]1[N:6]([CH:7]([C:9]2[CH:10]=[CH:11][CH:12]=[CH:13][CH:14]=2)[CH3:8])[N:5]=[CH:4][C:3]=1[C:15]([OH:17])=[O:16], predict the reactants needed to synthesize it. The reactants are: [CH3:1][C:2]1[N:6]([CH:7]([C:9]2[CH:14]=[CH:13][CH:12]=[CH:11][CH:10]=2)[CH3:8])[N:5]=[CH:4][C:3]=1[C:15]([O:17]C)=[O:16].O.[OH-].[Li+].O1CCCC1.Cl. (4) Given the product [CH2:38]([O:37][C:35]([C:34]1[S:17][C:16]([N:18]2[CH2:23][CH2:22][O:21][CH2:20][CH2:19]2)=[C:15]([CH3:24])[C:14]=1[C:11]1[CH:12]=[CH:13][C:8]([S:5](=[O:7])(=[O:6])[N:4]=[CH:3][N:2]([CH3:26])[CH3:1])=[CH:9][CH:10]=1)=[O:36])[CH3:39], predict the reactants needed to synthesize it. The reactants are: [CH3:1][N:2]([CH3:26])[CH:3]=[N:4][S:5]([C:8]1[CH:13]=[CH:12][C:11]([C:14](=O)[CH:15]([CH3:24])[C:16]([N:18]2[CH2:23][CH2:22][O:21][CH2:20][CH2:19]2)=[S:17])=[CH:10][CH:9]=1)(=[O:7])=[O:6].C(=O)([O-])[O-].[K+].[K+].I[CH2:34][C:35]([O:37][CH2:38][CH3:39])=[O:36].